Dataset: Forward reaction prediction with 1.9M reactions from USPTO patents (1976-2016). Task: Predict the product of the given reaction. (1) The product is: [CH2:64]([O:71][C:72]([C@H:74]1[CH2:78][CH2:77][CH2:76][C@@H:75]1[C:79]([N:11]1[CH2:10][CH2:9][N:8]([C:6]2[CH:5]=[CH:4][C:3]([NH:14][C:15]([C:17]3[N:18]=[C:19]([C:26]4[CH:27]=[CH:28][CH:29]=[CH:30][CH:31]=4)[O:20][C:21]=3[C:22]([F:25])([F:24])[F:23])=[O:16])=[C:2]([F:1])[CH:7]=2)[CH2:13][CH2:12]1)=[O:80])=[O:73])[C:65]1[CH:70]=[CH:69][CH:68]=[CH:67][CH:66]=1. Given the reactants [F:1][C:2]1[CH:7]=[C:6]([N:8]2[CH2:13][CH2:12][NH:11][CH2:10][CH2:9]2)[CH:5]=[CH:4][C:3]=1[NH:14][C:15]([C:17]1[N:18]=[C:19]([C:26]2[CH:31]=[CH:30][CH:29]=[CH:28][CH:27]=2)[O:20][C:21]=1[C:22]([F:25])([F:24])[F:23])=[O:16].C1(C2OC(C(F)(F)F)=C(C(O)=O)N=2)C=CC=CC=1.NC1C=CC(N2CCNCC2)=CC=1F.[CH2:64]([O:71][C:72]([C@H:74]1[CH2:78][CH2:77][CH2:76][C@@H:75]1[C:79](O)=[O:80])=[O:73])[C:65]1[CH:70]=[CH:69][CH:68]=[CH:67][CH:66]=1.ON1C2C=CC=CC=2N=N1.Cl.C(N=C=NCCCN(C)C)C.C(N(CC)C(C)C)(C)C, predict the reaction product. (2) Given the reactants Cl[C:2]1[N:3]=[CH:4][N:5]([C:7]2[C:12]([F:13])=[CH:11][C:10]([N+:14]([O-])=O)=[CH:9][C:8]=2[F:17])[CH:6]=1.ClC1N=CN(C2C(F)=CC(N)=CC=2F)C=1, predict the reaction product. The product is: [F:13][C:12]1[CH:11]=[C:10]([CH:9]=[C:8]([F:17])[C:7]=1[N:5]1[CH:6]=[CH:2][N:3]=[CH:4]1)[NH2:14]. (3) Given the reactants Cl.[CH3:2][O:3][C:4]([C:6]1[CH:25]=[CH:24][C:9]([O:10][C:11]2[CH:23]=[N:22][CH:21]=[CH:20][C:12]=2[C:13]([O:15]C(C)(C)C)=[O:14])=[CH:8][CH:7]=1)=[O:5], predict the reaction product. The product is: [CH3:2][O:3][C:4]([C:6]1[CH:7]=[CH:8][C:9]([O:10][C:11]2[CH:23]=[N:22][CH:21]=[CH:20][C:12]=2[C:13]([OH:15])=[O:14])=[CH:24][CH:25]=1)=[O:5]. (4) Given the reactants [Br:1][C:2]1[CH:3]=[C:4]2[C:9](=[CH:10][CH:11]=1)[N:8]=[CH:7][C:6]([C:12]([CH:14]1[CH2:16][CH2:15]1)=[O:13])=[C:5]2Cl.[NH2:18][C:19]1[CH:24]=[CH:23][C:22]([C:25]([NH:28][C:29](=[O:35])[O:30][C:31]([CH3:34])([CH3:33])[CH3:32])([CH3:27])[CH3:26])=[CH:21][CH:20]=1, predict the reaction product. The product is: [Br:1][C:2]1[CH:3]=[C:4]2[C:9](=[CH:10][CH:11]=1)[N:8]=[CH:7][C:6]([C:12]([CH:14]1[CH2:16][CH2:15]1)=[O:13])=[C:5]2[NH:18][C:19]1[CH:24]=[CH:23][C:22]([C:25]([NH:28][C:29](=[O:35])[O:30][C:31]([CH3:34])([CH3:33])[CH3:32])([CH3:27])[CH3:26])=[CH:21][CH:20]=1. (5) Given the reactants [Cl:1][C:2]1[C:3](F)=[N:4][CH:5]=[C:6]([Cl:8])[CH:7]=1.[Cl:10][C:11]1[CH:12]=[C:13]([CH:19]=[CH:20][C:21]=1[S:22](=[O:38])(=[O:37])[NH:23][CH2:24][C:25]1[CH:26]=[C:27]2[C:31](=[CH:32][CH:33]=1)[N:30]([CH:34]1[CH2:36][CH2:35]1)[N:29]=[CH:28]2)[C:14]([O:16][CH2:17][CH3:18])=[O:15], predict the reaction product. The product is: [Cl:10][C:11]1[CH:12]=[C:13]([CH:19]=[CH:20][C:21]=1[S:22](=[O:37])(=[O:38])[N:23]([CH2:24][C:25]1[CH:26]=[C:27]2[C:31](=[CH:32][CH:33]=1)[N:30]([CH:34]1[CH2:36][CH2:35]1)[N:29]=[CH:28]2)[C:3]1[C:2]([Cl:1])=[CH:7][C:6]([Cl:8])=[CH:5][N:4]=1)[C:14]([O:16][CH2:17][CH3:18])=[O:15]. (6) Given the reactants [NH2:1][C:2]12[CH2:9][CH2:8][C:5]([CH2:10][OH:11])([CH2:6][CH2:7]1)[CH:4]([OH:12])[CH2:3]2.[C:13]([C@H:17]1[CH2:22][CH2:21][C@H:20]([O:23][C:24]2[CH:25]=[C:26]3[C:31](=[CH:32][CH:33]=2)[CH:30]=[C:29]([CH:34]=O)[CH:28]=[CH:27]3)[CH2:19][CH2:18]1)([CH3:16])([CH3:15])[CH3:14].CC(O)=O.[BH-](OC(C)=O)(OC(C)=O)OC(C)=O.[Na+], predict the reaction product. The product is: [C:13]([C@H:17]1[CH2:22][CH2:21][C@H:20]([O:23][C:24]2[CH:25]=[C:26]3[C:31](=[CH:32][CH:33]=2)[CH:30]=[C:29]([CH2:34][NH:1][C:2]24[CH2:7][CH2:6][C:5]([CH2:10][OH:11])([CH2:8][CH2:9]2)[CH:4]([OH:12])[CH2:3]4)[CH:28]=[CH:27]3)[CH2:19][CH2:18]1)([CH3:16])([CH3:15])[CH3:14].